This data is from NCI-60 drug combinations with 297,098 pairs across 59 cell lines. The task is: Regression. Given two drug SMILES strings and cell line genomic features, predict the synergy score measuring deviation from expected non-interaction effect. Drug 1: C1CCN(CC1)CCOC2=CC=C(C=C2)C(=O)C3=C(SC4=C3C=CC(=C4)O)C5=CC=C(C=C5)O. Drug 2: C1=CN(C=N1)CC(O)(P(=O)(O)O)P(=O)(O)O. Cell line: MDA-MB-435. Synergy scores: CSS=-7.26, Synergy_ZIP=3.36, Synergy_Bliss=2.37, Synergy_Loewe=0.756, Synergy_HSA=-3.27.